This data is from Forward reaction prediction with 1.9M reactions from USPTO patents (1976-2016). The task is: Predict the product of the given reaction. (1) Given the reactants N[C:2]1[C:9]([Cl:10])=[CH:8][CH:7]=[CH:6][C:3]=1[C:4]#[N:5].C[Si]([N-:15][Si](C)(C)C)(C)C.[Na+].Cl[C:22]1[C:31]2[C:26](=[CH:27][N:28]=[CH:29][CH:30]=2)[C:25]2[CH:32]=[CH:33][CH:34]=[C:35]([C:36]3[NH:40][CH:39]=[N:38][N:37]=3)[C:24]=2[N:23]=1, predict the reaction product. The product is: [N:38]1[N:37]=[C:36]([C:35]2[C:24]3[N:23]=[C:22]([NH:15][C:8]4[CH:7]=[CH:6][C:3]([C:4]#[N:5])=[CH:2][C:9]=4[Cl:10])[C:31]4[C:26]([C:25]=3[CH:32]=[CH:33][CH:34]=2)=[CH:27][N:28]=[CH:29][CH:30]=4)[NH:40][CH:39]=1. (2) Given the reactants FC(F)(F)C(O)=O.[Cl:8][C:9]1[CH:10]=[C:11]([CH:30]=[CH:31][C:32]=1[F:33])[NH:12][C:13]1[C:22]2[C:17](=[CH:18][C:19]([OH:29])=[CH:20][C:21]=2[O:23][CH:24]2[CH2:28][CH2:27][CH2:26][CH2:25]2)[N:16]=[CH:15][N:14]=1.[CH3:34][O:35][CH2:36][CH2:37]Br, predict the reaction product. The product is: [Cl:8][C:9]1[CH:10]=[C:11]([CH:30]=[CH:31][C:32]=1[F:33])[NH:12][C:13]1[C:22]2[C:17](=[CH:18][C:19]([O:29][CH2:37][CH2:36][O:35][CH3:34])=[CH:20][C:21]=2[O:23][CH:24]2[CH2:28][CH2:27][CH2:26][CH2:25]2)[N:16]=[CH:15][N:14]=1. (3) Given the reactants ClC1C=CC(CC2[C:13]3([C:14]#[N:15])C(C)(CO3)CC2)=CC=1.COC([C:23]1([CH2:32][C:33]2[CH:38]=[CH:37][C:36]([Cl:39])=[CH:35][CH:34]=2)[CH2:27][CH2:26][C:25]([CH2:29]O)([CH3:28])[C:24]1=[O:31])=O.C[OH:41].[H-].[Na+], predict the reaction product. The product is: [Cl:39][C:36]1[CH:35]=[CH:34][C:33]([CH2:32][CH:23]2[C:24]3([CH2:13][C:14]([NH2:15])=[O:41])[C:25]([CH3:28])([CH2:29][O:31]3)[CH2:26][CH2:27]2)=[CH:38][CH:37]=1. (4) Given the reactants [Br:1][C:2]1[CH:3]=[CH:4][C:5](Cl)=[N:6][CH:7]=1.[CH2:9]([S-:11])[CH3:10].[Na+].O, predict the reaction product. The product is: [Br:1][C:2]1[CH:3]=[CH:4][C:5]([S:11][CH2:9][CH3:10])=[N:6][CH:7]=1. (5) Given the reactants Cl[C:2]1[N:7]=[CH:6][C:5]([CH3:8])=[CH:4][N:3]=1.[C:9]([C:13]1[CH:18]=[CH:17][C:16](B(O)O)=[CH:15][CH:14]=1)([CH3:12])([CH3:11])[CH3:10].C(=O)([O-])[O-].[Na+].[Na+], predict the reaction product. The product is: [C:9]([C:13]1[CH:18]=[CH:17][C:16]([C:2]2[N:7]=[CH:6][C:5]([CH3:8])=[CH:4][N:3]=2)=[CH:15][CH:14]=1)([CH3:12])([CH3:11])[CH3:10]. (6) Given the reactants [Cl:1][C:2]1[CH:33]=[CH:32][C:5]([CH2:6][N:7]2[C:12](=[N:13][C:14]3[CH:19]=[CH:18][C:17]([O:20][CH:21]([CH3:23])[CH3:22])=[C:16]([F:24])[CH:15]=3)[NH:11][C:10](=[O:25])[N:9]([CH2:26][CH2:27][C:28]([OH:30])=O)[C:8]2=[O:31])=[CH:4][CH:3]=1.F[P-](F)(F)(F)(F)F.[N:41]1(OC(N(C)C)=[N+](C)C)C2N=CC=CC=2N=[N:42]1.C(N(CC)CC)C.O.NN, predict the reaction product. The product is: [Cl:1][C:2]1[CH:3]=[CH:4][C:5]([CH2:6][N:7]2[C:12](=[N:13][C:14]3[CH:19]=[CH:18][C:17]([O:20][CH:21]([CH3:23])[CH3:22])=[C:16]([F:24])[CH:15]=3)[NH:11][C:10](=[O:25])[N:9]([CH2:26][CH2:27][C:28]([NH:41][NH2:42])=[O:30])[C:8]2=[O:31])=[CH:32][CH:33]=1.